Dataset: Full USPTO retrosynthesis dataset with 1.9M reactions from patents (1976-2016). Task: Predict the reactants needed to synthesize the given product. (1) Given the product [CH:40]1[C:41]2[N:29]([CH2:28][CH2:27][CH2:26][CH2:25][CH2:24][CH2:23][CH2:22][CH2:21][CH2:20][CH2:19][C:5]3([CH2:19][CH2:20][CH2:21][CH2:22][CH2:23][CH2:24][CH2:25][CH2:26][CH2:27][CH2:28][N:29]4[C:30]5[CH:31]=[CH:32][CH:33]=[CH:34][C:35]=5[C:36]5[C:41]4=[CH:40][CH:39]=[CH:38][CH:37]=5)[C:4]4[CH:3]=[C:2]([Br:1])[CH:14]=[CH:13][C:12]=4[C:11]4[C:6]3=[CH:7][C:8]([Br:15])=[CH:9][CH:10]=4)[C:30]3[C:35](=[CH:34][CH:33]=[CH:32][CH:31]=3)[C:36]=2[CH:37]=[CH:38][CH:39]=1, predict the reactants needed to synthesize it. The reactants are: [Br:1][C:2]1[CH:14]=[CH:13][C:12]2[C:11]3[C:6](=[CH:7][C:8]([Br:15])=[CH:9][CH:10]=3)[CH2:5][C:4]=2[CH:3]=1.[H-].[Na+].Br[CH2:19][CH2:20][CH2:21][CH2:22][CH2:23][CH2:24][CH2:25][CH2:26][CH2:27][CH2:28][N:29]1[C:41]2[CH:40]=[CH:39][CH:38]=[CH:37][C:36]=2[C:35]2[C:30]1=[CH:31][CH:32]=[CH:33][CH:34]=2. (2) The reactants are: [Br:1]Br.[CH2:3]([O:10][C:11]1[CH:12]=[C:13]([CH2:19][CH2:20][NH:21][C:22](=[O:24])[CH3:23])[CH:14]=[CH:15][C:16]=1[O:17][CH3:18])[C:4]1[CH:9]=[CH:8][CH:7]=[CH:6][CH:5]=1. Given the product [CH2:3]([O:10][C:11]1[C:16]([O:17][CH3:18])=[CH:15][C:14]([Br:1])=[C:13]([CH2:19][CH2:20][NH:21][C:22](=[O:24])[CH3:23])[CH:12]=1)[C:4]1[CH:9]=[CH:8][CH:7]=[CH:6][CH:5]=1, predict the reactants needed to synthesize it. (3) The reactants are: [CH2:1]([N:8]1[CH2:13][CH2:12][NH:11][CH2:10][CH2:9]1)[C:2]1[CH:7]=[CH:6][CH:5]=[CH:4][CH:3]=1.O=[CH:15][CH2:16][NH:17]C(=O)OC(C)(C)C.C(O)(=O)C.C(O[BH-](OC(=O)C)OC(=O)C)(=O)C.[Na+].[Cl:43]CCCl. Given the product [ClH:43].[ClH:43].[ClH:43].[CH2:1]([N:8]1[CH2:13][CH2:12][N:11]([CH2:15][CH2:16][NH2:17])[CH2:10][CH2:9]1)[C:2]1[CH:3]=[CH:4][CH:5]=[CH:6][CH:7]=1, predict the reactants needed to synthesize it. (4) Given the product [C:1]1([CH2:7][CH2:8][C:9](/[N:11]=[C:12](/[NH:32][C:33](=[O:42])[CH2:34][CH2:35][C:36]2[CH:37]=[CH:38][CH:39]=[CH:40][CH:41]=2)\[NH:13][CH2:14][CH2:15][CH2:16][C@H:17]2[C:20](=[O:21])[N:19]([C:50](=[O:51])[NH:49][C:43]3[CH:48]=[CH:47][CH:46]=[CH:45][CH:44]=3)[C@@H:18]2[C:22]([O:24][CH2:25][C:26]2[CH:31]=[CH:30][CH:29]=[CH:28][CH:27]=2)=[O:23])=[O:10])[CH:6]=[CH:5][CH:4]=[CH:3][CH:2]=1, predict the reactants needed to synthesize it. The reactants are: [C:1]1([CH2:7][CH2:8][C:9](/[N:11]=[C:12](/[NH:32][C:33](=[O:42])[CH2:34][CH2:35][C:36]2[CH:41]=[CH:40][CH:39]=[CH:38][CH:37]=2)\[NH:13][CH2:14][CH2:15][CH2:16][C@H:17]2[C:20](=[O:21])[NH:19][C@@H:18]2[C:22]([O:24][CH2:25][C:26]2[CH:31]=[CH:30][CH:29]=[CH:28][CH:27]=2)=[O:23])=[O:10])[CH:6]=[CH:5][CH:4]=[CH:3][CH:2]=1.[C:43]1([N:49]=[C:50]=[O:51])[CH:48]=[CH:47][CH:46]=[CH:45][CH:44]=1.C(N(CC)CC)C. (5) Given the product [CH3:14][O:15][C:16](=[O:28])[CH2:17][C@H:18]1[C:22]2[CH:23]=[CH:24][C:25]([O:13][C@H:8]3[C:9]4[C:5](=[C:4]([CH:1]([CH3:3])[CH3:2])[CH:12]=[CH:11][CH:10]=4)[CH2:6][CH2:7]3)=[CH:26][C:21]=2[O:20][CH2:19]1, predict the reactants needed to synthesize it. The reactants are: [CH:1]([C:4]1[CH:12]=[CH:11][CH:10]=[C:9]2[C:5]=1[CH2:6][CH2:7][C@@H:8]2[OH:13])([CH3:3])[CH3:2].[CH3:14][O:15][C:16](=[O:28])[CH2:17][C@H:18]1[C:22]2[CH:23]=[CH:24][C:25](O)=[CH:26][C:21]=2[O:20][CH2:19]1.